Dataset: Catalyst prediction with 721,799 reactions and 888 catalyst types from USPTO. Task: Predict which catalyst facilitates the given reaction. (1) Product: [CH2:1]([C@:8]12[CH2:18][CH2:17][C:16](=[O:19])[CH2:15][C@H:14]1[CH2:13][CH2:12][CH2:11][N:10]1[CH:20]=[C:21]([C:23]([OH:25])=[O:24])[CH:22]=[C:9]21)[C:2]1[CH:3]=[CH:4][CH:5]=[CH:6][CH:7]=1.[CH2:28]([C@@:35]12[CH2:45][CH2:44][C:43](=[O:46])[CH2:42][C@@H:41]1[CH2:40][CH2:39][CH2:38][N:37]1[CH:47]=[C:48]([C:50]([OH:52])=[O:51])[CH:49]=[C:36]21)[C:29]1[CH:30]=[CH:31][CH:32]=[CH:33][CH:34]=1. The catalyst class is: 38. Reactant: [CH2:1]([C@:8]12[CH2:18][CH2:17][C:16](=[O:19])[CH2:15][C@H:14]1[CH2:13][CH2:12][CH2:11][N:10]1[CH:20]=[C:21]([C:23]([O:25]CC)=[O:24])[CH:22]=[C:9]21)[C:2]1[CH:7]=[CH:6][CH:5]=[CH:4][CH:3]=1.[CH2:28]([C@@:35]12[CH2:45][CH2:44][C:43](=[O:46])[CH2:42][C@@H:41]1[CH2:40][CH2:39][CH2:38][N:37]1[CH:47]=[C:48]([C:50]([O:52]CC)=[O:51])[CH:49]=[C:36]21)[C:29]1[CH:34]=[CH:33][CH:32]=[CH:31][CH:30]=1.[Li+].[OH-].Cl. (2) Reactant: O.[NH2:2][NH2:3].[Cl:4][C:5]1[CH:6]=[C:7]([CH:23]=[C:24]([Cl:26])[CH:25]=1)[O:8][C:9]1[C:10]([CH2:21][CH3:22])=[N:11][N:12]([CH2:16][C:17](OC)=[O:18])[C:13]=1[CH2:14][CH3:15]. Product: [Cl:4][C:5]1[CH:6]=[C:7]([CH:23]=[C:24]([Cl:26])[CH:25]=1)[O:8][C:9]1[C:10]([CH2:21][CH3:22])=[N:11][N:12]([CH2:16][C:17]([NH:2][NH2:3])=[O:18])[C:13]=1[CH2:14][CH3:15]. The catalyst class is: 8. (3) Reactant: [S:1]1[C:5]2[CH:6]=[CH:7][CH:8]=[CH:9][C:4]=2[CH:3]=[C:2]1[C:10]([NH:12][C@H:13]([C:18]([NH:20][CH:21]1[CH2:27][CH2:26][CH2:25][N:24](C(OC(C)(C)C)=O)[CH2:23][CH2:22]1)=[O:19])[CH2:14][CH:15]([CH3:17])[CH3:16])=[O:11].Cl. Product: [NH:24]1[CH2:25][CH2:26][CH2:27][CH:21]([NH:20][C:18]([C@@H:13]([NH:12][C:10]([C:2]2[S:1][C:5]3[CH:6]=[CH:7][CH:8]=[CH:9][C:4]=3[CH:3]=2)=[O:11])[CH2:14][CH:15]([CH3:17])[CH3:16])=[O:19])[CH2:22][CH2:23]1. The catalyst class is: 2. (4) Reactant: [CH2:1]([O:8][C@@H:9]1[C@@H:14]([O:15][CH2:16][C:17]2[CH:22]=[CH:21][CH:20]=[CH:19][CH:18]=2)[C@H:13]([O:23][CH2:24][C:25]2[CH:30]=[CH:29][CH:28]=[CH:27][CH:26]=2)[C@@H:12]([CH2:31][O:32][CH2:33][C:34]2[CH:39]=[CH:38][CH:37]=[CH:36][CH:35]=2)[O:11][C:10]1([C:41]1[CH:49]=[C:48]([CH2:50][C:51]2[CH:56]=[CH:55][C:54]([O:57][CH3:58])=[CH:53][CH:52]=2)[C:47]([Br:59])=[C:46]2[C:42]=1[CH2:43][CH2:44][CH2:45]2)O)[C:2]1[CH:7]=[CH:6][CH:5]=[CH:4][CH:3]=1.C([SiH](CC)CC)C.B(F)(F)F.CCOCC.C([O-])([O-])=O.[K+].[K+]. Product: [CH2:24]([O:23][C@H:13]1[C@H:14]([O:15][CH2:16][C:17]2[CH:18]=[CH:19][CH:20]=[CH:21][CH:22]=2)[C@@H:9]([O:8][CH2:1][C:2]2[CH:7]=[CH:6][CH:5]=[CH:4][CH:3]=2)[CH:10]([C:41]2[CH:49]=[C:48]([CH2:50][C:51]3[CH:52]=[CH:53][C:54]([O:57][CH3:58])=[CH:55][CH:56]=3)[C:47]([Br:59])=[C:46]3[C:42]=2[CH2:43][CH2:44][CH2:45]3)[O:11][C@@H:12]1[CH2:31][O:32][CH2:33][C:34]1[CH:35]=[CH:36][CH:37]=[CH:38][CH:39]=1)[C:25]1[CH:30]=[CH:29][CH:28]=[CH:27][CH:26]=1. The catalyst class is: 2.